Dataset: Catalyst prediction with 721,799 reactions and 888 catalyst types from USPTO. Task: Predict which catalyst facilitates the given reaction. (1) Reactant: [C:1]([C:5]1[CH:9]=[C:8]([NH2:10])[NH:7][N:6]=1)([CH3:4])([CH3:3])[CH3:2].I[C:12]1[CH:13]=[C:14]([O:18][CH2:19][CH2:20][OH:21])[N:15]=[N:16][CH:17]=1.CN[C@@H]1CCCC[C@H]1NC.C([O-])([O-])=O.[K+].[K+]. Product: [NH2:10][C:8]1[N:7]([C:12]2[CH:13]=[C:14]([O:18][CH2:19][CH2:20][OH:21])[N:15]=[N:16][CH:17]=2)[N:6]=[C:5]([C:1]([CH3:4])([CH3:3])[CH3:2])[CH:9]=1. The catalyst class is: 205. (2) Reactant: [CH2:1](O)[C@H:2]1[O:7][C@H:6]([O:8][C@:9]2(CO)O[C@H](CO)[C@@H](O)[C@@H]2O)[C@H:5](O)[C@@H:4](O)[C@@H:3]1O.[C:24]([O-])(=O)[CH2:25][CH2:26][CH2:27][CH2:28][CH2:29][CH2:30][CH2:31][CH2:32][CH2:33][CH2:34][CH2:35]CCCCCC.[Na+].OO. Product: [C:6]([O:8][CH3:9])(=[O:7])[CH2:5][CH2:4][CH2:3][CH2:2][CH2:1][CH2:35][CH2:34][CH2:33][CH2:32][CH2:31][CH2:30][CH2:29][CH2:28][CH2:27][CH2:26][CH2:25][CH3:24]. The catalyst class is: 6. (3) Reactant: [CH3:1][O:2][C:3]1[CH:4]=[C:5]([NH:13][C:14]2[N:15]=[CH:16][C:17]3[CH2:23][NH:22][CH2:21][CH2:20][C:18]=3[N:19]=2)[CH:6]=[C:7]([O:11][CH3:12])[C:8]=1[O:9][CH3:10].Cl.[C:25](Cl)(=[O:32])[C:26]1[CH:31]=[CH:30][N:29]=[CH:28][CH:27]=1.C(N(CC)C(C)C)(C)C. Product: [C:25]([N:22]1[CH2:21][CH2:20][C:18]2[N:19]=[C:14]([NH:13][C:5]3[CH:6]=[C:7]([O:11][CH3:12])[C:8]([O:9][CH3:10])=[C:3]([O:2][CH3:1])[CH:4]=3)[N:15]=[CH:16][C:17]=2[CH2:23]1)(=[O:32])[C:26]1[CH:31]=[CH:30][N:29]=[CH:28][CH:27]=1. The catalyst class is: 1. (4) Reactant: [F:1][C:2]([F:32])([F:31])[C:3]1[CH:4]=[C:5]([CH:24]=[C:25]([C:27]([F:30])([F:29])[F:28])[CH:26]=1)[C:6]([N:8]1[CH2:13][CH2:12][NH:11][CH2:10][C@H:9]1[CH2:14][C:15]1[C:23]2[C:18](=[CH:19][CH:20]=[CH:21][CH:22]=2)[NH:17][CH:16]=1)=[O:7].Br[CH2:34][C:35]([C:37]1[CH:42]=[CH:41][C:40]([N:43]([CH3:45])[CH3:44])=[CH:39][CH:38]=1)=[O:36].C(=O)([O-])[O-].O. Product: [F:30][C:27]([F:28])([F:29])[C:25]1[CH:24]=[C:5]([CH:4]=[C:3]([C:2]([F:1])([F:31])[F:32])[CH:26]=1)[C:6]([N:8]1[CH2:13][CH2:12][N:11]([CH2:34][C:35]([C:37]2[CH:42]=[CH:41][C:40]([N:43]([CH3:44])[CH3:45])=[CH:39][CH:38]=2)=[O:36])[CH2:10][C@H:9]1[CH2:14][C:15]1[C:23]2[C:18](=[CH:19][CH:20]=[CH:21][CH:22]=2)[NH:17][CH:16]=1)=[O:7]. The catalyst class is: 9. (5) Reactant: C(N(CC)CC)C.Cl.ClC1C=CC(C[C@H](N)CN(C)C)=CC=1.[CH2:23]([O:25][C:26]([CH:28]1[CH2:32][CH2:31][S:30](=[O:34])(=[O:33])[N:29]1CC1C=CC=C(C=O)C=1)=[O:27])[CH3:24].C([BH3-])#N.[Na+]. Product: [CH2:23]([O:25][C:26]([CH:28]1[CH2:32][CH2:31][S:30](=[O:33])(=[O:34])[NH:29]1)=[O:27])[CH3:24]. The catalyst class is: 130.